From a dataset of Reaction yield outcomes from USPTO patents with 853,638 reactions. Predict the reaction yield, written as a fraction of the theoretical maximum amount of product (1.0 means a 100% yield; for example, 0.34 means a 34% yield). The reactants are [NH2:1][C:2]1[C:7]([C:8]2[O:12][N:11]=[C:10]([CH2:13][C:14]3[CH:19]=[CH:18][C:17]([OH:20])=[CH:16][CH:15]=3)[CH:9]=2)=[CH:6][CH:5]=[CH:4][N:3]=1.O1CCCC1.[OH-].[Na+].Cl[CH2:29][C:30]1[S:31][CH:32]=[CH:33][N:34]=1. The catalyst is CN(C)C=O. The product is [S:31]1[CH:32]=[CH:33][N:34]=[C:30]1[CH2:29][O:20][C:17]1[CH:18]=[CH:19][C:14]([CH2:13][C:10]2[CH:9]=[C:8]([C:7]3[C:2]([NH2:1])=[N:3][CH:4]=[CH:5][CH:6]=3)[O:12][N:11]=2)=[CH:15][CH:16]=1. The yield is 0.780.